Predict the product of the given reaction. From a dataset of Forward reaction prediction with 1.9M reactions from USPTO patents (1976-2016). (1) Given the reactants [CH:1]1([CH2:4][O:5][C:6]2[N:11]=[C:10]([C:12]([NH:14][CH:15]([CH2:21][CH2:22][C:23]3[CH:28]=[CH:27][CH:26]=[CH:25][CH:24]=3)[CH2:16][C:17]([O:19]C)=[O:18])=[O:13])[CH:9]=[CH:8][C:7]=2[N:29]2[CH2:32][C:31]([F:34])([F:33])[CH2:30]2)[CH2:3][CH2:2]1.[OH-].[Li+], predict the reaction product. The product is: [CH:1]1([CH2:4][O:5][C:6]2[N:11]=[C:10]([C:12]([NH:14][CH:15]([CH2:21][CH2:22][C:23]3[CH:28]=[CH:27][CH:26]=[CH:25][CH:24]=3)[CH2:16][C:17]([OH:19])=[O:18])=[O:13])[CH:9]=[CH:8][C:7]=2[N:29]2[CH2:32][C:31]([F:33])([F:34])[CH2:30]2)[CH2:3][CH2:2]1. (2) Given the reactants [NH2:1][C:2]1[CH:6]=[CH:5][S:4][C:3]=1[N:7]1[CH2:11][CH2:10][O:9][C:8]1=[O:12].[CH3:13][O:14][C:15]1[CH:20]=[CH:19][C:18]([CH2:21][C:22](O)=[O:23])=[CH:17][CH:16]=1, predict the reaction product. The product is: [CH3:13][O:14][C:15]1[CH:20]=[CH:19][C:18]([CH2:21][C:22]([NH:1][C:2]2[CH:6]=[CH:5][S:4][C:3]=2[N:7]2[CH2:11][CH2:10][O:9][C:8]2=[O:12])=[O:23])=[CH:17][CH:16]=1. (3) Given the reactants ClC1C(F)=CC(F)=C(C=1)C(NS(C)(=O)=O)=O.[Cl:17][C:18]1[C:19](F)=[CH:20][C:21]([F:33])=[C:22]([CH:32]=1)[C:23]([NH:25][S:26](=[O:31])(=[O:30])[N:27]([CH3:29])[CH3:28])=[O:24].C12(CO)CC3CC(CC(C3)C1)C2.[F:47][C:48]1([F:60])[CH:55]2[CH2:56][C:51]3([CH2:58][OH:59])[CH2:52][CH:53]([CH2:57][CH:49]1[CH2:50]3)[CH2:54]2, predict the reaction product. The product is: [Cl:17][C:18]1[C:19]([O:59][CH2:58][C:51]23[CH2:56][CH:55]4[CH2:54][CH:53]([CH2:57][CH:49]([C:48]4([F:47])[F:60])[CH2:50]2)[CH2:52]3)=[CH:20][C:21]([F:33])=[C:22]([CH:32]=1)[C:23]([NH:25][S:26](=[O:31])(=[O:30])[N:27]([CH3:29])[CH3:28])=[O:24]. (4) Given the reactants [NH2:1][C:2]1[N:10]=[CH:9][CH:8]=[CH:7][C:3]=1[C:4]([OH:6])=O.ON1C2C=CC=CC=2N=N1.CCN=C=NCCCN(C)C.[CH2:32]([C:36]1[CH:50]=[CH:49][C:39]([O:40][C:41]2[CH:48]=[CH:47][C:44]([CH2:45][NH2:46])=[CH:43][CH:42]=2)=[CH:38][CH:37]=1)[CH2:33][CH2:34][CH3:35].C(=O)(O)[O-].[Na+], predict the reaction product. The product is: [CH2:32]([C:36]1[CH:50]=[CH:49][C:39]([O:40][C:41]2[CH:42]=[CH:43][C:44]([CH2:45][NH:46][C:4](=[O:6])[C:3]3[CH:7]=[CH:8][CH:9]=[N:10][C:2]=3[NH2:1])=[CH:47][CH:48]=2)=[CH:38][CH:37]=1)[CH2:33][CH2:34][CH3:35]. (5) Given the reactants C([Li])CCC.[F:6][C:7]([F:23])([F:22])[C:8]([CH:14]1[CH2:19][CH2:18][CH2:17][CH2:16][C:15]1([CH3:21])[OH:20])([OH:13])[C:9]([F:12])([F:11])[F:10].[C:24](Cl)(=[O:28])[C:25]([CH3:27])=[CH2:26], predict the reaction product. The product is: [C:24]([O:20][C:15]1([CH3:21])[CH2:16][CH2:17][CH2:18][CH2:19][CH:14]1[C:8]([OH:13])([C:9]([F:11])([F:10])[F:12])[C:7]([F:22])([F:23])[F:6])(=[O:28])[C:25]([CH3:27])=[CH2:26]. (6) Given the reactants Cl[C:2]1[C:3]2[C:10]3[CH2:11][CH2:12][N:13](C(OC(C)(C)C)=O)[CH2:14][C:9]=3[S:8][C:4]=2[N:5]=[CH:6][N:7]=1.[Cl:22][C:23]1[CH:24]=[C:25]([CH:27]=[CH:28][C:29]=1[Cl:30])[NH2:26].O1CCOCC1, predict the reaction product. The product is: [Cl:22][C:23]1[CH:24]=[C:25]([NH:26][C:2]2[C:3]3[C:10]4[CH2:11][CH2:12][NH:13][CH2:14][C:9]=4[S:8][C:4]=3[N:5]=[CH:6][N:7]=2)[CH:27]=[CH:28][C:29]=1[Cl:30]. (7) Given the reactants [ClH:1].C[O:3][C:4]1[CH:5]=[C:6]2[C:11](=[CH:12][CH:13]=1)[C:10]([O:14][C:15]1[CH:20]=[CH:19][C:18]([O:21][CH2:22][CH2:23][N:24]3[CH2:29][CH2:28][CH2:27][CH2:26][CH2:25]3)=[CH:17][CH:16]=1)=[C:9]([C:30]1[CH:31]=[C:32]([CH:35]=[CH:36][CH:37]=1)[C:33]#[N:34])[CH:8]=[CH:7]2.B(Br)(Br)Br, predict the reaction product. The product is: [ClH:1].[OH:3][C:4]1[CH:5]=[C:6]2[C:11](=[CH:12][CH:13]=1)[C:10]([O:14][C:15]1[CH:20]=[CH:19][C:18]([O:21][CH2:22][CH2:23][N:24]3[CH2:29][CH2:28][CH2:27][CH2:26][CH2:25]3)=[CH:17][CH:16]=1)=[C:9]([C:30]1[CH:31]=[C:32]([CH:35]=[CH:36][CH:37]=1)[C:33]#[N:34])[CH:8]=[CH:7]2. (8) The product is: [N+:22]([C:19]1[CH:20]=[C:21]2[C:16](=[CH:17][CH:18]=1)[N:15]=[CH:14][N:13]=[C:12]2[NH:5][C:4]1[C:6]([F:10])=[CH:7][C:8]([Cl:9])=[C:2]([Cl:1])[CH:3]=1)([O-:24])=[O:23]. Given the reactants [Cl:1][C:2]1[CH:3]=[C:4]([C:6]([F:10])=[CH:7][C:8]=1[Cl:9])[NH2:5].Cl[C:12]1[C:21]2[C:16](=[CH:17][CH:18]=[C:19]([N+:22]([O-:24])=[O:23])[CH:20]=2)[N:15]=[CH:14][N:13]=1, predict the reaction product. (9) Given the reactants [CH3:1][C:2]1[CH:7]=[CH:6][C:5]([C:8]2[CH:13]=[C:12]([C:14](=[O:24])[NH:15][CH2:16][C:17]3[CH:18]=[N:19][C:20]([CH3:23])=[N:21][CH:22]=3)[CH:11]=[C:10]([C:25](O)=[O:26])[CH:9]=2)=[CH:4][CH:3]=1.Cl.CN(C)CCCN=C=NCC.O.ON1C2C=CC=CC=2N=N1.[F:51][C:52]1([F:56])[CH2:55][NH:54][CH2:53]1.C(N(CC)C(C)C)(C)C, predict the reaction product. The product is: [F:51][C:52]1([F:56])[CH2:55][N:54]([C:25]([C:10]2[CH:11]=[C:12]([C:14]([NH:15][CH2:16][C:17]3[CH:22]=[N:21][C:20]([CH3:23])=[N:19][CH:18]=3)=[O:24])[CH:13]=[C:8]([C:5]3[CH:6]=[CH:7][C:2]([CH3:1])=[CH:3][CH:4]=3)[CH:9]=2)=[O:26])[CH2:53]1.